From a dataset of Peptide-MHC class II binding affinity with 134,281 pairs from IEDB. Regression. Given a peptide amino acid sequence and an MHC pseudo amino acid sequence, predict their binding affinity value. This is MHC class II binding data. (1) The peptide sequence is VKFHTQAFSAHGSGR. The MHC is HLA-DQA10501-DQB10303 with pseudo-sequence HLA-DQA10501-DQB10303. The binding affinity (normalized) is 0.528. (2) The peptide sequence is IRGTSATAAAIQLKC. The MHC is HLA-DPA10201-DPB10501 with pseudo-sequence HLA-DPA10201-DPB10501. The binding affinity (normalized) is 0.106. (3) The binding affinity (normalized) is 0.456. The peptide sequence is VLAVGPAYSAHCIGI. The MHC is DRB5_0101 with pseudo-sequence DRB5_0101. (4) The peptide sequence is VPKKKKDKDIPQSSE. The MHC is H-2-IAb with pseudo-sequence H-2-IAb. The binding affinity (normalized) is 0.